From a dataset of Catalyst prediction with 721,799 reactions and 888 catalyst types from USPTO. Predict which catalyst facilitates the given reaction. (1) Reactant: [CH2:1]([N:8]1[CH2:13][CH2:12][CH:11]([NH:14][CH2:15][C:16]2[CH:21]=[CH:20][CH:19]=[CH:18][C:17]=2[N+:22]([O-])=O)[CH2:10][CH2:9]1)[C:2]1[CH:7]=[CH:6][CH:5]=[CH:4][CH:3]=1.C(O)(=[O:27])C. Product: [NH2:22][C:17]1[CH:18]=[CH:19][C:20]([OH:27])=[CH:21][C:16]=1[CH2:15][NH:14][CH:11]1[CH2:12][CH2:13][N:8]([CH2:1][C:2]2[CH:7]=[CH:6][CH:5]=[CH:4][CH:3]=2)[CH2:9][CH2:10]1. The catalyst class is: 401. (2) Reactant: Cl.[F:2][C:3]1[CH:8]=[CH:7][C:6]([C:9]2[C:17]3[C:12](=[N:13][CH:14]=[CH:15][CH:16]=3)[S:11][C:10]=2[C:18]([OH:20])=O)=[CH:5][CH:4]=1.C(Cl)CCl.[F:25][C:26]1[CH:39]=[CH:38][C:29]([CH2:30][NH:31]C2C=CC=CC=2)=[CH:28][CH:27]=1. Product: [F:25][C:26]1[CH:39]=[CH:38][C:29]([CH2:30][NH:31][C:18]([C:10]2[S:11][C:12]3=[N:13][CH:14]=[CH:15][CH:16]=[C:17]3[C:9]=2[C:6]2[CH:5]=[CH:4][C:3]([F:2])=[CH:8][CH:7]=2)=[O:20])=[CH:28][CH:27]=1. The catalyst class is: 3.